This data is from Full USPTO retrosynthesis dataset with 1.9M reactions from patents (1976-2016). The task is: Predict the reactants needed to synthesize the given product. (1) Given the product [CH2:1]([N:8]1[C:12](=[O:13])[CH2:11][CH2:10][C@@H:9]1[C:14]([NH:16][CH:17]([CH:18]([OH:22])[C:19]([NH:34][O:33][CH2:31][CH3:32])=[O:20])[CH2:23][C:24]1[CH:25]=[CH:26][CH:27]=[CH:28][CH:29]=1)=[O:15])[C:2]1[CH:3]=[CH:4][CH:5]=[CH:6][CH:7]=1, predict the reactants needed to synthesize it. The reactants are: [CH2:1]([N:8]1[C:12](=[O:13])[CH2:11][CH2:10][C@@H:9]1[C:14]([NH:16][CH:17]([CH2:23][C:24]1[CH:29]=[CH:28][CH:27]=[CH:26][CH:25]=1)[CH:18]([OH:22])[C:19](O)=[O:20])=[O:15])[C:2]1[CH:7]=[CH:6][CH:5]=[CH:4][CH:3]=1.Cl.[CH2:31]([O:33][NH2:34])[CH3:32].CN(C(ON1N=NC2C=CC=NC1=2)=[N+](C)C)C.F[P-](F)(F)(F)(F)F.CCN(C(C)C)C(C)C. (2) Given the product [F:33][C:18]1[CH:17]=[C:16]([C:10]2[C:9]([OH:8])=[CH:14][CH:13]=[C:12]([F:15])[CH:11]=2)[CH:21]=[CH:20][C:19]=1[S:22]([C:25]1[CH:26]=[CH:27][C:28]([O:31][CH3:32])=[CH:29][CH:30]=1)(=[O:23])=[O:24], predict the reactants needed to synthesize it. The reactants are: C([O:8][C:9]1[CH:14]=[CH:13][C:12]([F:15])=[CH:11][C:10]=1[C:16]1[CH:21]=[CH:20][C:19]([S:22]([C:25]2[CH:30]=[CH:29][C:28]([O:31][CH3:32])=[CH:27][CH:26]=2)(=[O:24])=[O:23])=[C:18]([F:33])[CH:17]=1)C1C=CC=CC=1.